Dataset: TCR-epitope binding with 47,182 pairs between 192 epitopes and 23,139 TCRs. Task: Binary Classification. Given a T-cell receptor sequence (or CDR3 region) and an epitope sequence, predict whether binding occurs between them. (1) The epitope is FLNRFTTTL. The TCR CDR3 sequence is CSASSRASLNEQYF. Result: 1 (the TCR binds to the epitope). (2) The epitope is FLKEKGGL. The TCR CDR3 sequence is CASSLGDLYTGELFF. Result: 1 (the TCR binds to the epitope). (3) The epitope is QVPLRPMTYK. The TCR CDR3 sequence is CASSKYNEQFF. Result: 1 (the TCR binds to the epitope). (4) The epitope is LPRRSGAAGA. The TCR CDR3 sequence is CASSQELAGAFTEAFF. Result: 0 (the TCR does not bind to the epitope). (5) The epitope is LLSAGIFGA. The TCR CDR3 sequence is CASSATGSVYNSPLHF. Result: 1 (the TCR binds to the epitope). (6) The epitope is PKYVKQNTLKLAT. The TCR CDR3 sequence is CASSSGPAFF. Result: 1 (the TCR binds to the epitope).